This data is from Full USPTO retrosynthesis dataset with 1.9M reactions from patents (1976-2016). The task is: Predict the reactants needed to synthesize the given product. (1) Given the product [F:29][C:28]([F:31])([F:30])[C:26]([N:10]([CH2:11][CH2:12][CH:13]1[CH2:18][CH2:17][N:16]([C:19]([O:21][C:22]([CH3:25])([CH3:24])[CH3:23])=[O:20])[CH2:15][CH2:14]1)[C@@H:8]1[CH2:9][C@H:7]1[C:1]1[CH:6]=[CH:5][CH:4]=[CH:3][CH:2]=1)=[O:27], predict the reactants needed to synthesize it. The reactants are: [C:1]1([C@@H:7]2[CH2:9][C@H:8]2[NH:10][CH2:11][CH2:12][CH:13]2[CH2:18][CH2:17][N:16]([C:19]([O:21][C:22]([CH3:25])([CH3:24])[CH3:23])=[O:20])[CH2:15][CH2:14]2)[CH:6]=[CH:5][CH:4]=[CH:3][CH:2]=1.[C:26](O[C:26]([C:28]([F:31])([F:30])[F:29])=[O:27])([C:28]([F:31])([F:30])[F:29])=[O:27]. (2) Given the product [C:8]([C:2]1([NH:1][C:10](=[O:11])[O:12][C:13]([CH3:16])([CH3:15])[CH3:14])[CH2:7][CH2:6][S:5][CH2:4][CH2:3]1)#[N:9], predict the reactants needed to synthesize it. The reactants are: [NH2:1][C:2]1([C:8]#[N:9])[CH2:7][CH2:6][S:5][CH2:4][CH2:3]1.[C:10](O[C:10]([O:12][C:13]([CH3:16])([CH3:15])[CH3:14])=[O:11])([O:12][C:13]([CH3:16])([CH3:15])[CH3:14])=[O:11].